Dataset: Catalyst prediction with 721,799 reactions and 888 catalyst types from USPTO. Task: Predict which catalyst facilitates the given reaction. Product: [Br:15][CH:9]([C:6]1[CH:7]=[CH:8][C:3]([C:2]([F:13])([F:12])[F:1])=[CH:4][CH:5]=1)[CH3:10]. The catalyst class is: 4. Reactant: [F:1][C:2]([F:13])([F:12])[C:3]1[CH:8]=[CH:7][C:6]([CH:9](O)[CH3:10])=[CH:5][CH:4]=1.P(Br)(Br)[Br:15].